Dataset: NCI-60 drug combinations with 297,098 pairs across 59 cell lines. Task: Regression. Given two drug SMILES strings and cell line genomic features, predict the synergy score measuring deviation from expected non-interaction effect. (1) Drug 1: C1CC2CC3=C(CC1C24CN(S(=O)(=O)N4)CC(F)(F)F)C=CC(=C3)C=CCN5CCC(CC5)C(F)(F)F. Drug 2: CCC1=CC2CC(C3=C(CN(C2)C1)C4=CC=CC=C4N3)(C5=C(C=C6C(=C5)C78CCN9C7C(C=CC9)(C(C(C8N6C)(C(=O)OC)O)OC(=O)C)CC)OC)C(=O)OC. Cell line: OVCAR3. Synergy scores: CSS=47.0, Synergy_ZIP=-1.26, Synergy_Bliss=-1.45, Synergy_Loewe=-2.81, Synergy_HSA=-0.0769. (2) Drug 1: CC1=C2C(C(=O)C3(C(CC4C(C3C(C(C2(C)C)(CC1OC(=O)C(C(C5=CC=CC=C5)NC(=O)OC(C)(C)C)O)O)OC(=O)C6=CC=CC=C6)(CO4)OC(=O)C)O)C)O. Drug 2: C1CNP(=O)(OC1)N(CCCl)CCCl. Cell line: SF-268. Synergy scores: CSS=32.5, Synergy_ZIP=-5.98, Synergy_Bliss=3.09, Synergy_Loewe=-29.5, Synergy_HSA=1.08. (3) Synergy scores: CSS=-2.51, Synergy_ZIP=6.87, Synergy_Bliss=1.20, Synergy_Loewe=-0.835, Synergy_HSA=-1.61. Drug 1: CCCS(=O)(=O)NC1=C(C(=C(C=C1)F)C(=O)C2=CNC3=C2C=C(C=N3)C4=CC=C(C=C4)Cl)F. Cell line: NCI/ADR-RES. Drug 2: C(CCl)NC(=O)N(CCCl)N=O. (4) Drug 1: CC(C1=C(C=CC(=C1Cl)F)Cl)OC2=C(N=CC(=C2)C3=CN(N=C3)C4CCNCC4)N. Drug 2: C(=O)(N)NO. Cell line: T-47D. Synergy scores: CSS=-1.38, Synergy_ZIP=0.337, Synergy_Bliss=-0.118, Synergy_Loewe=-0.808, Synergy_HSA=-1.76. (5) Drug 1: COC1=C2C(=CC3=C1OC=C3)C=CC(=O)O2. Drug 2: C1CN(P(=O)(OC1)NCCCl)CCCl. Cell line: SW-620. Synergy scores: CSS=-2.65, Synergy_ZIP=0.307, Synergy_Bliss=-1.53, Synergy_Loewe=-1.60, Synergy_HSA=-2.91. (6) Synergy scores: CSS=22.3, Synergy_ZIP=0.385, Synergy_Bliss=-0.849, Synergy_Loewe=-3.11, Synergy_HSA=-2.26. Drug 2: C1C(C(OC1N2C=NC3=C(N=C(N=C32)Cl)N)CO)O. Cell line: DU-145. Drug 1: CC1OCC2C(O1)C(C(C(O2)OC3C4COC(=O)C4C(C5=CC6=C(C=C35)OCO6)C7=CC(=C(C(=C7)OC)O)OC)O)O. (7) Synergy scores: CSS=61.6, Synergy_ZIP=-1.03, Synergy_Bliss=-2.52, Synergy_Loewe=-43.5, Synergy_HSA=-2.80. Cell line: MOLT-4. Drug 1: C1C(C(OC1N2C=NC(=NC2=O)N)CO)O. Drug 2: CC12CCC3C(C1CCC2OP(=O)(O)O)CCC4=C3C=CC(=C4)OC(=O)N(CCCl)CCCl.[Na+].